From a dataset of Forward reaction prediction with 1.9M reactions from USPTO patents (1976-2016). Predict the product of the given reaction. (1) Given the reactants [CH:1]([N:14]1[C:22]2[C:17](=[CH:18][C:19]([Cl:23])=[CH:20][CH:21]=2)[C:16]([CH2:24][CH2:25][O:26][C:27]2[CH:35]=[CH:34][C:30]([C:31]([OH:33])=[O:32])=[CH:29][CH:28]=2)=[C:15]1[CH2:36][CH2:37][NH:38]S(CC1C=CC=CC=1)(=O)=O)([C:8]1[CH:13]=[CH:12][CH:11]=[CH:10][CH:9]=1)[C:2]1[CH:7]=[CH:6][CH:5]=[CH:4][CH:3]=1.[Cl:49][C:50]1[CH:51]=[C:52]([S:57](Cl)(=[O:59])=[O:58])[CH:53]=[CH:54][C:55]=1[Cl:56], predict the reaction product. The product is: [CH:1]([N:14]1[C:22]2[C:17](=[CH:18][C:19]([Cl:23])=[CH:20][CH:21]=2)[C:16]([CH2:24][CH2:25][O:26][C:27]2[CH:35]=[CH:34][C:30]([C:31]([OH:33])=[O:32])=[CH:29][CH:28]=2)=[C:15]1[CH2:36][CH2:37][NH:38][S:57]([C:52]1[CH:53]=[CH:54][C:55]([Cl:56])=[C:50]([Cl:49])[CH:51]=1)(=[O:59])=[O:58])([C:2]1[CH:3]=[CH:4][CH:5]=[CH:6][CH:7]=1)[C:8]1[CH:9]=[CH:10][CH:11]=[CH:12][CH:13]=1. (2) Given the reactants [CH3:1][O:2][C:3]([C@@H:5]1[CH2:9][C@@H:8]([S:10]([CH2:13][CH:14]2[CH2:16][CH2:15]2)(=[O:12])=[O:11])[CH2:7][N:6]1[C:17](=S)[CH2:18][C:19](=O)[CH3:20])=[O:4].[Cl:23][C:24]1[CH:29]=[C:28]([NH:30][NH2:31])[CH:27]=[CH:26][N:25]=1, predict the reaction product. The product is: [CH3:1][O:2][C:3]([C@@H:5]1[CH2:9][C@@H:8]([S:10]([CH2:13][CH:14]2[CH2:16][CH2:15]2)(=[O:12])=[O:11])[CH2:7][N:6]1[C:17]1[N:30]([C:28]2[CH:27]=[CH:26][N:25]=[C:24]([Cl:23])[CH:29]=2)[N:31]=[C:19]([CH3:20])[CH:18]=1)=[O:4]. (3) The product is: [NH2:23][CH2:26][C:16]([C:7]1[CH:12]=[CH:11][C:10]([F:13])=[CH:9][CH:8]=1)([OH:17])[C:15]([F:22])([F:21])[F:14]. Given the reactants C([Li])CCC.Br[C:7]1[CH:12]=[CH:11][C:10]([F:13])=[CH:9][CH:8]=1.[F:14][C:15]([F:22])([F:21])[C:16](OCC)=[O:17].[N+:23]([CH3:26])([O-])=O.Cl, predict the reaction product. (4) Given the reactants [OH:1][CH2:2][CH2:3][N:4]([C:13]([C:15]1[CH:16]=[N:17][N:18]([C:20]2[CH:25]=[CH:24][C:23]([O:26][CH2:27][CH2:28][CH2:29][N:30]3[CH2:34][CH2:33][CH2:32][C@H:31]3[CH3:35])=[CH:22][CH:21]=2)[CH:19]=1)=[O:14])[CH2:5][C:6]([O:8]C(C)(C)C)=[O:7].Cl, predict the reaction product. The product is: [OH:1][CH2:2][CH2:3][N:4]([C:13]([C:15]1[CH:16]=[N:17][N:18]([C:20]2[CH:25]=[CH:24][C:23]([O:26][CH2:27][CH2:28][CH2:29][N:30]3[CH2:34][CH2:33][CH2:32][C@H:31]3[CH3:35])=[CH:22][CH:21]=2)[CH:19]=1)=[O:14])[CH2:5][C:6]([OH:8])=[O:7].